From a dataset of Full USPTO retrosynthesis dataset with 1.9M reactions from patents (1976-2016). Predict the reactants needed to synthesize the given product. (1) Given the product [Cl:1][C:2]1[N:7]=[C:6]([C:16]#[C:15][Si:12]([CH3:14])([CH3:13])[CH3:11])[CH:5]=[CH:4][N:3]=1, predict the reactants needed to synthesize it. The reactants are: [Cl:1][C:2]1[N:7]=[C:6](Cl)[CH:5]=[CH:4][N:3]=1.N#N.[CH3:11][Si:12]([C:15]#[CH:16])([CH3:14])[CH3:13]. (2) Given the product [CH3:8][C:6]1[C:5]([NH:9][C:10]([C:12]2[O:13][CH:14]=[CH:15][C:16]=2[CH3:17])=[O:11])=[C:4]([CH3:18])[CH:3]=[C:2]([N:21]2[CH2:20][CH2:19][CH2:25][O:24][CH2:23][CH2:22]2)[N:7]=1, predict the reactants needed to synthesize it. The reactants are: Br[C:2]1[N:7]=[C:6]([CH3:8])[C:5]([NH:9][C:10]([C:12]2[O:13][CH:14]=[CH:15][C:16]=2[CH3:17])=[O:11])=[C:4]([CH3:18])[CH:3]=1.[CH2:19]1[CH2:25][O:24][CH2:23][CH2:22][NH:21][CH2:20]1.Cl.C1C=CC(P(C2C(C3C(P(C4C=CC=CC=4)C4C=CC=CC=4)=CC=C4C=3C=CC=C4)=C3C(C=CC=C3)=CC=2)C2C=CC=CC=2)=CC=1.CC(C)([O-])C.[K+]. (3) Given the product [N:1]1([C:19]([O:18][C:14]([CH3:17])([CH3:16])[CH3:15])=[O:20])[CH2:6][CH2:5][S:4][CH2:3][CH2:2]1, predict the reactants needed to synthesize it. The reactants are: [NH:1]1[CH2:6][CH2:5][S:4][CH2:3][CH2:2]1.CCN(CC)CC.[C:14]([O:18][C:19](O[C:19]([O:18][C:14]([CH3:17])([CH3:16])[CH3:15])=[O:20])=[O:20])([CH3:17])([CH3:16])[CH3:15]. (4) Given the product [CH2:1]([O:3][C:4]([C:6]1[C:7]([OH:22])=[C:8]2[C:14]([C:15]3[CH:20]=[CH:19][C:18]([F:21])=[CH:17][CH:16]=3)=[N:13][S:12][C:9]2=[C:10]([I:39])[N:11]=1)=[O:5])[CH3:2], predict the reactants needed to synthesize it. The reactants are: [CH2:1]([O:3][C:4]([C:6]1[C:7]([OH:22])=[C:8]2[C:14]([C:15]3[CH:20]=[CH:19][C:18]([F:21])=[CH:17][CH:16]=3)=[N:13][S:12][C:9]2=[CH:10][N:11]=1)=[O:5])[CH3:2].CC1C=C(C)N=C(C)C=1.CC1C([IH+:39])=C(C)N=C(C)C=1.F[P-](F)(F)(F)(F)F. (5) Given the product [Br:1][C:2]1[CH:3]=[N:4][CH:5]=[C:6]([Br:9])[C:7]=1[Cl:12], predict the reactants needed to synthesize it. The reactants are: [Br:1][C:2]1[C:7](=O)[C:6]([Br:9])=[CH:5][NH:4][CH:3]=1.P(Cl)(Cl)([Cl:12])=O.C(=O)([O-])O.[Na+].